From a dataset of Full USPTO retrosynthesis dataset with 1.9M reactions from patents (1976-2016). Predict the reactants needed to synthesize the given product. (1) Given the product [CH3:27][C:17]1[CH:22]=[CH:21][C:20]([S:23]([N:1]2[CH:6]([C:11]#[N:12])[CH:5]=[CH:4][CH:3]=[N:2]2)(=[O:25])=[O:24])=[CH:19][CH:18]=1, predict the reactants needed to synthesize it. The reactants are: [N:1]1[CH:6]=[CH:5][CH:4]=[CH:3][N:2]=1.C[Si]([C:11]#[N:12])(C)C.[Cl-].[Al+3].[Cl-].[Cl-].[C:17]1([CH3:27])[CH:22]=[CH:21][C:20]([S:23](Cl)(=[O:25])=[O:24])=[CH:19][CH:18]=1. (2) Given the product [CH3:19][C:20]1([CH3:27])[CH2:25][CH2:24][CH:23]([NH:26][C:2]2[C:11]3[C:6](=[C:7]([N+:12]([O-:14])=[O:13])[CH:8]=[CH:9][CH:10]=3)[N:5]=[C:4]([C:15]([F:18])([F:17])[F:16])[N:3]=2)[CH2:22][CH2:21]1, predict the reactants needed to synthesize it. The reactants are: Cl[C:2]1[C:11]2[C:6](=[C:7]([N+:12]([O-:14])=[O:13])[CH:8]=[CH:9][CH:10]=2)[N:5]=[C:4]([C:15]([F:18])([F:17])[F:16])[N:3]=1.[CH3:19][C:20]1([CH3:27])[CH2:25][CH2:24][CH:23]([NH2:26])[CH2:22][CH2:21]1.C([O-])([O-])=O.[K+].[K+]. (3) The reactants are: [C:1]1([CH3:18])[CH:6]=[CH:5][CH:4]=[CH:3][C:2]=1[C:7]1[N:11]=[C:10]([N:12]2[CH2:17][CH2:16][NH:15][CH2:14][CH2:13]2)[S:9][N:8]=1.[ClH:19].[CH3:20][O:21][C:22]1[C:30]2[O:29][C:28](C)(C)C[C:26]=2[C:25]([C:33]2[C@@H:42]3[C@@H:37]([CH2:38][CH:39]=[CH:40][CH2:41]3)[C:36](=[O:43])[N:35]([C:44]3[CH:49]=[CH:48][C:47]([C:50](N4CCN(C/C=C/C5C=CC=CC=5)CC4)=[O:51])=[CH:46][CH:45]=3)[N:34]=2)=[CH:24][CH:23]=1. Given the product [ClH:19].[CH3:28][O:29][C:30]1[CH:26]=[C:25]([C:33]2[C@@H:42]3[C@@H:37]([CH2:38][CH:39]=[CH:40][CH2:41]3)[C:36](=[O:43])[N:35]([C:44]3[CH:45]=[CH:46][C:47]([C:50]([N:15]4[CH2:16][CH2:17][N:12]([C:10]5[S:9][N:8]=[C:7]([C:2]6[CH:3]=[CH:4][CH:5]=[CH:6][C:1]=6[CH3:18])[N:11]=5)[CH2:13][CH2:14]4)=[O:51])=[CH:48][CH:49]=3)[N:34]=2)[CH:24]=[CH:23][C:22]=1[O:21][CH3:20], predict the reactants needed to synthesize it. (4) The reactants are: [CH3:1][O:2][C:3]1[C:8]([C:9]2[CH:14]=[CH:13][C:12]([O:15][CH3:16])=[CH:11][CH:10]=2)=[CH:7][C:6]([CH2:17]NC(C2C3C(=CC=CC=3)N=CC=2)C)=[CH:5][CH:4]=1.[CH3:31][N:32]1[C:40]2[C:35](=[C:36]([CH:41]([NH2:43])[CH3:42])[CH:37]=[CH:38][CH:39]=2)[CH2:34][CH2:33]1.COC1C(C2C=CC(OC)=CC=2)=CC(C=O)=CC=1.C([BH3-])#N.[Na+]. Given the product [CH3:1][O:2][C:3]1[C:8]([C:9]2[CH:14]=[CH:13][C:12]([O:15][CH3:16])=[CH:11][CH:10]=2)=[CH:7][C:6]([CH2:17][NH:43][CH:41]([C:36]2[CH:37]=[CH:38][CH:39]=[C:40]3[C:35]=2[CH2:34][CH2:33][N:32]3[CH3:31])[CH3:42])=[CH:5][CH:4]=1, predict the reactants needed to synthesize it.